The task is: Predict the product of the given reaction.. This data is from Forward reaction prediction with 1.9M reactions from USPTO patents (1976-2016). (1) Given the reactants [C:1]([C:6]1[CH:11]=[CH:10][CH:9]=[CH:8][CH:7]=1)#[C:2][CH2:3][CH2:4][CH3:5].[N+:12]([CH:15](C(OCC)=O)[C:16]([O:18]CC)=[O:17])([O-])=[O:13], predict the reaction product. The product is: [C:6]1([C:1]2[O:13][N:12]=[C:15]([C:16]([OH:18])=[O:17])[C:2]=2[CH2:3][CH2:4][CH3:5])[CH:7]=[CH:8][CH:9]=[CH:10][CH:11]=1. (2) Given the reactants [C:1]([C:5]1[N:6]=[C:7]([N:22]2[CH2:27][CH2:26][O:25][CH2:24][CH2:23]2)[C:8]2[N:13]=[N:12][N:11]([CH2:14][C:15]3[CH:20]=[CH:19][CH:18]=[CH:17][C:16]=3[Cl:21])[C:9]=2[N:10]=1)([CH3:4])([CH3:3])[CH3:2].[C:28](C1N=C(Cl)C2N=NN(CC3C=CC=CC=3Cl)C=2N=1)(C)(C)C.Cl.COC1CCNC1, predict the reaction product. The product is: [C:1]([C:5]1[N:6]=[C:7]([N:22]2[CH2:27][CH2:26][CH:24]([O:25][CH3:28])[CH2:23]2)[C:8]2[N:13]=[N:12][N:11]([CH2:14][C:15]3[CH:20]=[CH:19][CH:18]=[CH:17][C:16]=3[Cl:21])[C:9]=2[N:10]=1)([CH3:4])([CH3:3])[CH3:2]. (3) Given the reactants Cl[C:2]([O:4][C:5]1[CH:10]=[CH:9][CH:8]=[CH:7][CH:6]=1)=[O:3].[F:11][C:12]1[CH:17]=[CH:16][C:15]([S:18]([C:21]([C:24]2[CH:29]=[C:28]([N:30]3[CH2:35][CH2:34][O:33][CH2:32][C@@H:31]3[CH3:36])[N:27]=[C:26]([C:37]3[CH:43]=[CH:42][C:40]([NH2:41])=[CH:39][CH:38]=3)[N:25]=2)([CH3:23])[CH3:22])(=[O:20])=[O:19])=[CH:14][CH:13]=1.C(=O)(O)[O-].[Na+], predict the reaction product. The product is: [F:11][C:12]1[CH:17]=[CH:16][C:15]([S:18]([C:21]([C:24]2[CH:29]=[C:28]([N:30]3[CH2:35][CH2:34][O:33][CH2:32][C@@H:31]3[CH3:36])[N:27]=[C:26]([C:37]3[CH:38]=[CH:39][C:40]([NH:41][C:2](=[O:3])[O:4][C:5]4[CH:10]=[CH:9][CH:8]=[CH:7][CH:6]=4)=[CH:42][CH:43]=3)[N:25]=2)([CH3:22])[CH3:23])(=[O:19])=[O:20])=[CH:14][CH:13]=1. (4) Given the reactants [C:1]([N:8]([CH3:28])[CH:9]1[CH2:14][CH2:13][CH:12]([NH:15][CH2:16][C:17]2[CH:18]=[C:19](B(O)O)[CH:20]=[CH:21][C:22]=2[O:23][CH3:24])[CH2:11][CH2:10]1)([O:3][C:4]([CH3:7])([CH3:6])[CH3:5])=[O:2].Br[C:30]1[CH:35]=[CH:34][C:33]([C:36](=[O:41])[C:37]([F:40])([F:39])[F:38])=[CH:32][CH:31]=1, predict the reaction product. The product is: [CH3:24][O:23][C:22]1[CH:21]=[CH:20][C:19]([C:30]2[CH:35]=[CH:34][C:33]([C:36](=[O:41])[C:37]([F:39])([F:40])[F:38])=[CH:32][CH:31]=2)=[CH:18][C:17]=1[CH2:16][NH:15][CH:12]1[CH2:13][CH2:14][CH:9]([N:8]([CH3:28])[C:1](=[O:2])[O:3][C:4]([CH3:7])([CH3:6])[CH3:5])[CH2:10][CH2:11]1. (5) Given the reactants [N:1]1([C:7]2[C:8]3[N:16]=[C:15]([CH2:17][OH:18])[CH:14]=[CH:13][C:9]=3[N:10]=[CH:11][N:12]=2)[CH2:6][CH2:5][CH2:4][CH2:3][CH2:2]1.CO, predict the reaction product. The product is: [N:1]1([C:7]2[C:8]3[N:16]=[C:15]([CH:17]=[O:18])[CH:14]=[CH:13][C:9]=3[N:10]=[CH:11][N:12]=2)[CH2:2][CH2:3][CH2:4][CH2:5][CH2:6]1. (6) Given the reactants [CH2:1]([O:8][C:9]1[CH:14]=[CH:13][C:12]([N:15]2[C:23]3[C:18](=[CH:19][C:20]([O:24][CH3:25])=[CH:21][CH:22]=3)[CH:17]=[C:16]2[CH2:26][OH:27])=[CH:11][CH:10]=1)[C:2]1[CH:7]=[CH:6][CH:5]=[CH:4][CH:3]=1.I[CH3:29], predict the reaction product. The product is: [CH2:1]([O:8][C:9]1[CH:14]=[CH:13][C:12]([N:15]2[C:23]3[C:18](=[CH:19][C:20]([O:24][CH3:25])=[CH:21][CH:22]=3)[CH:17]=[C:16]2[CH2:26][O:27][CH3:29])=[CH:11][CH:10]=1)[C:2]1[CH:7]=[CH:6][CH:5]=[CH:4][CH:3]=1.